Dataset: Peptide-MHC class II binding affinity with 134,281 pairs from IEDB. Task: Regression. Given a peptide amino acid sequence and an MHC pseudo amino acid sequence, predict their binding affinity value. This is MHC class II binding data. (1) The MHC is DRB1_0401 with pseudo-sequence DRB1_0401. The binding affinity (normalized) is 0.352. The peptide sequence is SHLIKIPLLIGYGNK. (2) The peptide sequence is INEPTAFAIAYGLDR. The MHC is HLA-DQA10401-DQB10402 with pseudo-sequence HLA-DQA10401-DQB10402. The binding affinity (normalized) is 0.433. (3) The peptide sequence is GELELQFRRVKCKYP. The MHC is DRB1_0802 with pseudo-sequence DRB1_0802. The binding affinity (normalized) is 0.312. (4) The peptide sequence is TKFFYLLGLSAIMQV. The MHC is DRB1_1101 with pseudo-sequence DRB1_1101. The binding affinity (normalized) is 0.738. (5) The peptide sequence is MKDFDEPGHLAPTGM. The MHC is DRB1_1201 with pseudo-sequence DRB1_1201. The binding affinity (normalized) is 0.122. (6) The peptide sequence is PANDKFTVFEAAFNN. The MHC is HLA-DPA10103-DPB10301 with pseudo-sequence HLA-DPA10103-DPB10301. The binding affinity (normalized) is 0.207.